This data is from Reaction yield outcomes from USPTO patents with 853,638 reactions. The task is: Predict the reaction yield, written as a fraction of the theoretical maximum amount of product (1.0 means a 100% yield; for example, 0.34 means a 34% yield). The catalyst is CC#N.C(Cl)Cl. The product is [NH2:1][C:2]1[C:3]([C:8]([O:10][CH2:11][CH3:12])=[O:9])=[N:4][C:5]([Br:20])=[CH:6][CH:7]=1. The yield is 0.940. The reactants are [NH2:1][C:2]1[C:3]([C:8]([O:10][CH2:11][CH3:12])=[O:9])=[N:4][CH:5]=[CH:6][CH:7]=1.C1C(=O)N([Br:20])C(=O)C1.